This data is from Reaction yield outcomes from USPTO patents with 853,638 reactions. The task is: Predict the reaction yield, written as a fraction of the theoretical maximum amount of product (1.0 means a 100% yield; for example, 0.34 means a 34% yield). (1) The reactants are [NH2:1][C:2]1[CH:31]=[CH:30][C:5]([C:6]([N:8]2[C:17]3[C:12](=[CH:13][CH:14]=[CH:15][CH:16]=3)[C@H:11]([N:18]([C:23]3[CH:28]=[CH:27][CH:26]=[CH:25][CH:24]=3)[C:19](=[O:22])[CH2:20][CH3:21])[CH2:10][C@@H:9]2[CH3:29])=[O:7])=[CH:4][CH:3]=1.C(O)(=O)CC.[CH:37]1[CH:42]=[CH:41][CH:40]=[CH:39][CH:38]=1. No catalyst specified. The product is [CH3:40][C:39]1[N:1]([C:2]2[CH:3]=[CH:4][C:5]([C:6]([N:8]3[C:17]4[C:12](=[CH:13][CH:14]=[CH:15][CH:16]=4)[C@H:11]([N:18]([C:23]4[CH:24]=[CH:25][CH:26]=[CH:27][CH:28]=4)[C:19](=[O:22])[CH2:20][CH3:21])[CH2:10][C@@H:9]3[CH3:29])=[O:7])=[CH:30][CH:31]=2)[C:42]([CH3:41])=[CH:37][CH:38]=1. The yield is 0.800. (2) The reactants are [OH:1][C:2]1[CH:3]=[C:4]2[C:9](=[CH:10][CH:11]=1)[CH2:8][N:7]([CH:12]=O)[CH2:6][C:5]2([CH3:15])[CH3:14].[CH2:16]([Mg]Br)[CH3:17].C(OCC)(=O)C. The yield is 0.630. The catalyst is O1CCCC1.C(OCC)C.CCCCCC. The product is [CH:12]1([N:7]2[CH2:6][C:5]([CH3:15])([CH3:14])[C:4]3[C:9](=[CH:10][CH:11]=[C:2]([OH:1])[CH:3]=3)[CH2:8]2)[CH2:17][CH2:16]1. (3) The reactants are CCN(C(C)C)[CH:4]([CH3:6])[CH3:5].CN(C(O[N:18]1N=N[C:20]2[CH:21]=[CH:22][CH:23]=[N:24][C:19]1=2)=[N+](C)C)C.F[P-](F)(F)(F)(F)F.C(OC(=O)[NH:40][CH2:41][CH2:42][NH:43][CH:44]1[CH2:49][CH2:48][CH:47]([N:50]2[C:55](=[O:56])[C:54]3[CH:57]=[C:58]([F:61])[CH:59]=[N:60][C:53]=3[N:52]([CH:62]3[CH2:67][CH2:66][S:65][CH2:64][CH2:63]3)[C:51]2=[O:68])[CH2:46][CH2:45]1)(C)(C)C.CN(C=[O:74])C. No catalyst specified. The product is [NH2:40][CH2:41][CH2:42][N:43]([C@H:44]1[CH2:45][CH2:46][C@@H:47]([N:50]2[C:55](=[O:56])[C:54]3[CH:57]=[C:58]([F:61])[CH:59]=[N:60][C:53]=3[N:52]([CH:62]3[CH2:67][CH2:66][S:65][CH2:64][CH2:63]3)[C:51]2=[O:68])[CH2:48][CH2:49]1)[C:5]([C:4]1[N:18]=[C:19]2[CH:20]=[CH:21][CH:22]=[CH:23][N:24]2[CH:6]=1)=[O:74]. The yield is 0.450.